This data is from Full USPTO retrosynthesis dataset with 1.9M reactions from patents (1976-2016). The task is: Predict the reactants needed to synthesize the given product. Given the product [C:2]([C:6]1[CH:16]=[C:15]([F:17])[CH:14]=[CH:13][C:7]=1[O:8][CH2:9][CH2:10][N:11]([CH3:12])[C:26](=[O:27])[NH:25][C:28]1[CH:37]=[CH:36][CH:35]=[CH:34][C:29]=1[C:30]([O:32][CH3:33])=[O:31])([CH3:5])([CH3:3])[CH3:4], predict the reactants needed to synthesize it. The reactants are: Cl.[C:2]([C:6]1[CH:16]=[C:15]([F:17])[CH:14]=[CH:13][C:7]=1[O:8][CH2:9][CH2:10][NH:11][CH3:12])([CH3:5])([CH3:4])[CH3:3].CCN(CC)CC.[N:25]([C:28]1[CH:37]=[CH:36][CH:35]=[CH:34][C:29]=1[C:30]([O:32][CH3:33])=[O:31])=[C:26]=[O:27].